From a dataset of NCI-60 drug combinations with 297,098 pairs across 59 cell lines. Regression. Given two drug SMILES strings and cell line genomic features, predict the synergy score measuring deviation from expected non-interaction effect. (1) Drug 1: C1=CC(=CC=C1CCC2=CNC3=C2C(=O)NC(=N3)N)C(=O)NC(CCC(=O)O)C(=O)O. Drug 2: CC1C(C(=O)NC(C(=O)N2CCCC2C(=O)N(CC(=O)N(C(C(=O)O1)C(C)C)C)C)C(C)C)NC(=O)C3=C4C(=C(C=C3)C)OC5=C(C(=O)C(=C(C5=N4)C(=O)NC6C(OC(=O)C(N(C(=O)CN(C(=O)C7CCCN7C(=O)C(NC6=O)C(C)C)C)C)C(C)C)C)N)C. Cell line: SK-MEL-28. Synergy scores: CSS=12.9, Synergy_ZIP=0.661, Synergy_Bliss=5.29, Synergy_Loewe=4.63, Synergy_HSA=4.77. (2) Drug 1: CC1=C(C=C(C=C1)NC(=O)C2=CC=C(C=C2)CN3CCN(CC3)C)NC4=NC=CC(=N4)C5=CN=CC=C5. Drug 2: CC=C1C(=O)NC(C(=O)OC2CC(=O)NC(C(=O)NC(CSSCCC=C2)C(=O)N1)C(C)C)C(C)C. Cell line: IGROV1. Synergy scores: CSS=55.7, Synergy_ZIP=3.65, Synergy_Bliss=3.12, Synergy_Loewe=-47.3, Synergy_HSA=3.19.